Dataset: NCI-60 drug combinations with 297,098 pairs across 59 cell lines. Task: Regression. Given two drug SMILES strings and cell line genomic features, predict the synergy score measuring deviation from expected non-interaction effect. Drug 1: CN(C)N=NC1=C(NC=N1)C(=O)N. Drug 2: C1=NC2=C(N=C(N=C2N1C3C(C(C(O3)CO)O)O)F)N. Cell line: HL-60(TB). Synergy scores: CSS=44.1, Synergy_ZIP=-4.86, Synergy_Bliss=-19.9, Synergy_Loewe=-39.7, Synergy_HSA=-20.4.